This data is from Reaction yield outcomes from USPTO patents with 853,638 reactions. The task is: Predict the reaction yield, written as a fraction of the theoretical maximum amount of product (1.0 means a 100% yield; for example, 0.34 means a 34% yield). (1) The reactants are Br[C:2]1[C:10]2[C:5](=[CH:6][CH:7]=[C:8]([C:11]#[N:12])[CH:9]=2)[N:4](C2CCCCO2)[N:3]=1.[O:19]1[C:24]2[CH:25]=[CH:26][C:27](B(O)O)=[CH:28][C:23]=2[O:22][CH2:21][CH2:20]1.ClCCl.P([O-])([O-])([O-])=O.[K+].[K+].[K+].Cl. The catalyst is COCCOC.O.CO. The product is [O:19]1[C:24]2[CH:25]=[CH:26][C:27]([C:2]3[C:10]4[C:5](=[CH:6][CH:7]=[C:8]([C:11]#[N:12])[CH:9]=4)[NH:4][N:3]=3)=[CH:28][C:23]=2[O:22][CH2:21][CH2:20]1. The yield is 0.710. (2) The reactants are [C:1]([OH:6])(=[O:5])[CH:2]([CH3:4])[OH:3].[C:7]([O-])(=O)C(C)O.[NH4+].C(O)(=O)C=C.P([O-])([O-])([O-])=O.[Al+3].C(=O)C.C(O)(=O)CC.C(=O)=O.C(OC)(=O)C(C)O. No catalyst specified. The product is [C:1]([OH:6])(=[O:5])[CH:2]=[CH2:4].[C:1]([O:6][CH3:7])(=[O:5])[CH:2]=[CH2:4].[CH:2](=[O:3])[CH3:1]. The yield is 0.680. (3) The reactants are [Cl:1]C1C(F)=C(C(F)=CC=1)OC1CN([C@@H](CC2CCCCC2)C(NC2C=CN(CC(O)(C)C)N=2)=O)C(=O)C=1.C(Cl)(=O)C(Cl)=O.NC1C=CN(C[C@@H](O)CO)N=1.C(N(CC)CC)C.[Cl:62][C:63]1[C:64]([F:98])=[C:65]([C:94]([F:97])=[CH:95][CH:96]=1)[O:66][C:67]1[CH2:71][N:70]([C@@H:72]([CH2:86][CH:87]2[CH2:92][CH2:91][CH2:90][CH2:89][CH2:88]2)[C:73]([NH:75][C:76]2[CH:80]=[CH:79][N:78]([CH2:81][C@@H:82]([OH:85])[CH2:83][OH:84])[N:77]=2)=[O:74])[C:69](=[O:93])[CH:68]=1.Cl. The catalyst is ClCCl.CN(C)C=O.C(OCC)C. The product is [ClH:1].[Cl:62][C:63]1[C:64]([F:98])=[C:65]([C:94]([F:97])=[CH:95][CH:96]=1)[O:66][C:67]1[CH2:71][N:70]([C@@H:72]([CH2:86][CH:87]2[CH2:92][CH2:91][CH2:90][CH2:89][CH2:88]2)[C:73]([NH:75][C:76]2[CH:80]=[CH:79][N:78]([CH2:81][C@@H:82]([OH:85])[CH2:83][OH:84])[N:77]=2)=[O:74])[C:69](=[O:93])[CH:68]=1. The yield is 0.0800. (4) The reactants are Cl[C:2]1[CH:7]=[C:6]([C:8]2[S:9][C:10]3[C:11](=[O:20])[NH:12][CH2:13][C:14]([CH3:19])([CH3:18])[CH2:15][C:16]=3[N:17]=2)[CH:5]=[CH:4][N:3]=1.[NH2:21][C:22]1[CH:31]=[CH:30][C:25]([C:26]([NH:28][CH3:29])=[O:27])=[CH:24][CH:23]=1.CC([O-])(C)C.[Na+].C1(C2C=CC=CC=2)C=CC=CC=1.C(P(C(C)(C)C)C1C=CC=CC=1C1C=CC=CC=1)(C)(C)C. The catalyst is C1(C)C=CC=CC=1.CC([O-])=O.CC([O-])=O.[Pd+2].O1CCOCC1. The product is [CH3:18][C:14]1([CH3:19])[CH2:13][NH:12][C:11](=[O:20])[C:10]2[S:9][C:8]([C:6]3[CH:5]=[CH:4][N:3]=[C:2]([NH:21][C:22]4[CH:23]=[CH:24][C:25]([C:26]([NH:28][CH3:29])=[O:27])=[CH:30][CH:31]=4)[CH:7]=3)=[N:17][C:16]=2[CH2:15]1. The yield is 0.190.